This data is from Peptide-MHC class I binding affinity with 185,985 pairs from IEDB/IMGT. The task is: Regression. Given a peptide amino acid sequence and an MHC pseudo amino acid sequence, predict their binding affinity value. This is MHC class I binding data. The peptide sequence is TTRAVNMEV. The MHC is HLA-A02:11 with pseudo-sequence HLA-A02:11. The binding affinity (normalized) is 0.0847.